From a dataset of Reaction yield outcomes from USPTO patents with 853,638 reactions. Predict the reaction yield, written as a fraction of the theoretical maximum amount of product (1.0 means a 100% yield; for example, 0.34 means a 34% yield). (1) The reactants are [OH:1][C:2]([CH3:35])([CH3:34])[CH2:3][C@@:4]1([C:28]2[CH:33]=[CH:32][CH:31]=[CH:30][CH:29]=2)[O:9][C:8](=[O:10])[N:7]([C@H:11]([C:13]2[CH:18]=[CH:17][C:16](B3OC(C)(C)C(C)(C)O3)=[CH:15][CH:14]=2)[CH3:12])[CH2:6][CH2:5]1.Br[C:37]1[CH:42]=[CH:41][N:40]([C@H:43]2[CH2:47][CH2:46][O:45][CH2:44]2)[C:39](=[O:48])[CH:38]=1. No catalyst specified. The product is [OH:1][C:2]([CH3:34])([CH3:35])[CH2:3][C@@:4]1([C:28]2[CH:33]=[CH:32][CH:31]=[CH:30][CH:29]=2)[O:9][C:8](=[O:10])[N:7]([C@H:11]([C:13]2[CH:14]=[CH:15][C:16]([C:37]3[CH:42]=[CH:41][N:40]([C@H:43]4[CH2:47][CH2:46][O:45][CH2:44]4)[C:39](=[O:48])[CH:38]=3)=[CH:17][CH:18]=2)[CH3:12])[CH2:6][CH2:5]1. The yield is 0.710. (2) The reactants are C[O:2][C:3]([CH:5]1[CH:9]([C:10]2[S:11][CH:12]=[C:13]([Br:15])[CH:14]=2)[CH2:8][N:7]([CH:16]([C:18]2[CH:23]=[CH:22][CH:21]=[CH:20][CH:19]=2)[CH3:17])[CH2:6]1)=[O:4].C1NCC2C1CC1C(C#N)=CSC=12. No catalyst specified. The product is [Br:15][C:13]1[CH:14]=[C:10]([CH:9]2[CH2:8][N:7]([CH:16]([C:18]3[CH:19]=[CH:20][CH:21]=[CH:22][CH:23]=3)[CH3:17])[CH2:6][CH:5]2[C:3]([OH:4])=[O:2])[S:11][CH:12]=1. The yield is 1.00. (3) The reactants are Cl.[N:2]1([C:7]2[CH:35]=[CH:34][C:10]([CH2:11][CH:12]([NH:24][S:25]([C:28]3[CH:29]=[N:30][CH:31]=[CH:32][CH:33]=3)(=[O:27])=[O:26])[C:13]3[N:18]=[C:17]([NH:19][CH2:20][C:21]([OH:23])=[O:22])[CH:16]=[CH:15][CH:14]=3)=[CH:9][CH:8]=2)[CH:6]=[CH:5][CH:4]=[N:3]1.[C:36](OC(N(CC(OC(C)(C)C)=O)C1C=CC=C(C(S(C2C=CC=CN=2)(=O)=O)NCC2C=CC(C3SC=CN=3)=CC=2)N=1)=O)(C)(C)[CH3:37]. No catalyst specified. The product is [N:2]1([C:7]2[CH:8]=[CH:9][C:10]([CH2:11][CH:12]([NH:24][S:25]([C:28]3[CH:29]=[N:30][CH:31]=[CH:32][CH:33]=3)(=[O:27])=[O:26])[C:13]3[N:18]=[C:17]([NH:19][CH2:20][C:21]([O:23][CH2:36][CH3:37])=[O:22])[CH:16]=[CH:15][CH:14]=3)=[CH:34][CH:35]=2)[CH:6]=[CH:5][CH:4]=[N:3]1. The yield is 0.950. (4) The catalyst is CN(C=O)C.O. The reactants are [N:1]1([CH:12]2[CH2:16][CH2:15][N:14]([C:17]([O:19][C:20]([CH3:23])([CH3:22])[CH3:21])=[O:18])[CH2:13]2)[CH2:7][CH2:6][CH2:5][CH2:4][C:3]2[CH:8]=[CH:9][CH:10]=[CH:11][C:2]1=2.[Br:24]N1C(=O)CCC1=O. The product is [Br:24][C:9]1[CH:10]=[CH:11][C:2]2[N:1]([CH:12]3[CH2:16][CH2:15][N:14]([C:17]([O:19][C:20]([CH3:23])([CH3:22])[CH3:21])=[O:18])[CH2:13]3)[CH2:7][CH2:6][CH2:5][CH2:4][C:3]=2[CH:8]=1. The yield is 0.830. (5) The reactants are [CH2:1]([N:3]1[C:7](=[O:8])[CH2:6][C:5]([C:9]2[CH:10]=[N:11][CH:12]=[CH:13][CH:14]=2)=[N:4]1)[CH3:2].[H-].[Na+].[F:17][C:18]([F:37])([F:36])[S:19](N([S:19]([C:18]([F:37])([F:36])[F:17])(=[O:21])=[O:20])C1C=CC=CC=1)(=[O:21])=[O:20]. The catalyst is C1COCC1. The product is [CH2:1]([N:3]1[C:7]([O:8][S:19]([C:18]([F:37])([F:36])[F:17])(=[O:21])=[O:20])=[CH:6][C:5]([C:9]2[CH:10]=[N:11][CH:12]=[CH:13][CH:14]=2)=[N:4]1)[CH3:2]. The yield is 0.500. (6) The reactants are [Br:1][C:2]1[CH:3]=[N:4][CH:5]=[C:6]([CH:10]=1)[C:7]([OH:9])=O.[CH3:11][O:12][C:13](=[O:25])[CH2:14][C:15]1[CH:20]=[CH:19][CH:18]=[C:17]([S:21]([CH3:24])(=[NH:23])=[O:22])[CH:16]=1.Cl.CN(C)CCCN=C=NCC.CCOC(C)=O. The catalyst is CN(C1C=CN=CC=1)C.CN(C=O)C. The product is [CH3:11][O:12][C:13](=[O:25])[CH2:14][C:15]1[CH:20]=[CH:19][CH:18]=[C:17]([S:21]([CH3:24])(=[N:23][C:7]([C:6]2[CH:5]=[N:4][CH:3]=[C:2]([Br:1])[CH:10]=2)=[O:9])=[O:22])[CH:16]=1. The yield is 0.750.